This data is from Full USPTO retrosynthesis dataset with 1.9M reactions from patents (1976-2016). The task is: Predict the reactants needed to synthesize the given product. (1) Given the product [CH:25]1([N:23]([CH3:24])[C:21](=[O:22])[C:20]2[CH:28]=[CH:29][C:30]([CH3:31])=[C:18]([C:14]3[CH:15]=[C:16]4[C:11](=[CH:12][CH:13]=3)[N:10]([CH3:32])[C:9](=[O:33])[N:8]=[CH:17]4)[CH:19]=2)[CH2:26][CH2:27]1, predict the reactants needed to synthesize it. The reactants are: COC1C=CC(C[N:8]2[CH2:17][C:16]3[C:11](=[CH:12][CH:13]=[C:14]([C:18]4[CH:19]=[C:20]([CH:28]=[CH:29][C:30]=4[CH3:31])[C:21]([N:23]([CH:25]4[CH2:27][CH2:26]4)[CH3:24])=[O:22])[CH:15]=3)[N:10]([CH3:32])[C:9]2=[O:33])=CC=1.C(C1C(=O)C(Cl)=C(Cl)C(=O)C=1C#N)#N. (2) The reactants are: CO[C:3]1[CH:30]=[CH:29][C:6]([CH2:7][NH:8][CH2:9][CH2:10][NH:11][C:12]([C:14]2[S:15][CH:16]=[CH:17][C:18]=2[NH:19][C:20]2[CH:25]=[CH:24][N:23]=[C:22]3[NH:26][CH:27]=[CH:28][C:21]=23)=[O:13])=[CH:5][CH:4]=1.[CH3:31]C1C=C(C=CC=1)C=O. Given the product [CH3:31][C:4]1[CH:5]=[C:6]([CH:29]=[CH:30][CH:3]=1)[CH2:7][NH:8][CH2:9][CH2:10][NH:11][C:12]([C:14]1[S:15][CH:16]=[CH:17][C:18]=1[NH:19][C:20]1[CH:25]=[CH:24][N:23]=[C:22]2[NH:26][CH:27]=[CH:28][C:21]=12)=[O:13], predict the reactants needed to synthesize it. (3) Given the product [CH2:8]([CH:7]1[CH2:6][O:5][CH:4]([C:10]2[CH:15]=[CH:14][C:13]([B:16]3[O:17][C:18]([CH3:24])([CH3:23])[C:19]([CH3:22])([CH3:21])[O:20]3)=[C:12]([F:25])[CH:11]=2)[CH2:3][CH2:2]1)[CH3:9], predict the reactants needed to synthesize it. The reactants are: Br[CH:2]1[CH:7]([CH2:8][CH3:9])[CH2:6][O:5][CH:4]([C:10]2[CH:15]=[CH:14][C:13]([B:16]3[O:20][C:19]([CH3:22])([CH3:21])[C:18]([CH3:24])([CH3:23])[O:17]3)=[C:12]([F:25])[CH:11]=2)[CH2:3]1.[H][H].C(N(CC)CC)C. (4) Given the product [Cl:42][C:39]1[N:40]=[CH:41][C:36]([C:20]2[CH:21]=[C:22]3[C:17](=[CH:18][CH:19]=2)[N:16]=[CH:15][C:14]([N+:32]([O-:34])=[O:33])=[C:13]3[CH2:12][C:9]2[CH:8]=[CH:7][C:6]([C:2]([CH3:5])([CH3:1])[C:3]#[N:4])=[CH:11][CH:10]=2)=[C:37]([CH3:43])[CH:38]=1, predict the reactants needed to synthesize it. The reactants are: [CH3:1][C:2]([C:6]1[CH:11]=[CH:10][C:9]([CH2:12][C:13]2[C:22]3[C:17](=[CH:18][CH:19]=[C:20](B4OC(C)(C)C(C)(C)O4)[CH:21]=3)[N:16]=[CH:15][C:14]=2[N+:32]([O-:34])=[O:33])=[CH:8][CH:7]=1)([CH3:5])[C:3]#[N:4].Br[C:36]1[C:37]([CH3:43])=[CH:38][C:39]([Cl:42])=[N:40][CH:41]=1.C([O-])([O-])=O.[Na+].[Na+].C1(C)C=CC=CC=1. (5) Given the product [C:1]([O:5][C:6]([N:8]1[CH2:9][CH2:10][CH:11]([O:14][CH2:15][C:16](=[O:18])[NH:49][NH:48][C:40]([C:41]2[CH:46]=[CH:45][N:44]=[CH:43][CH:42]=2)=[O:47])[CH2:12][CH2:13]1)=[O:7])([CH3:2])([CH3:3])[CH3:4], predict the reactants needed to synthesize it. The reactants are: [C:1]([O:5][C:6]([N:8]1[CH2:13][CH2:12][CH:11]([O:14][CH2:15][C:16]([OH:18])=O)[CH2:10][CH2:9]1)=[O:7])([CH3:4])([CH3:3])[CH3:2].C(N=C=NCCCN(C)C)C.ON1C2C=CC=CC=2N=N1.[C:40]([NH:48][NH2:49])(=[O:47])[C:41]1[CH:46]=[CH:45][N:44]=[CH:43][CH:42]=1. (6) Given the product [C:43]([NH:42][CH2:41][CH2:40][C:39]1[CH:38]=[C:37]([CH3:49])[C:36]([C:5]2[CH:4]=[CH:3][C:2]([F:1])=[C:10]3[C:6]=2[CH2:7][CH2:8][C@H:9]3[O:11][C:12]2[CH:25]=[CH:24][C:15]3[C@H:16]([CH2:19][C:20]([O:22][CH3:23])=[O:21])[CH2:17][O:18][C:14]=3[CH:13]=2)=[C:47]([CH3:48])[CH:46]=1)(=[O:45])[CH3:44], predict the reactants needed to synthesize it. The reactants are: [F:1][C:2]1[CH:3]=[CH:4][C:5](B2OC(C)(C)C(C)(C)O2)=[C:6]2[C:10]=1[C@H:9]([O:11][C:12]1[CH:25]=[CH:24][C:15]3[C@H:16]([CH2:19][C:20]([O:22][CH3:23])=[O:21])[CH2:17][O:18][C:14]=3[CH:13]=1)[CH2:8][CH2:7]2.Br[C:36]1[C:47]([CH3:48])=[CH:46][C:39]([CH2:40][CH2:41][NH:42][C:43](=[O:45])[CH3:44])=[CH:38][C:37]=1[CH3:49].BrC1C=CC(F)=C2C=1CC[C@H]2OC1C=CC2[C@H](CC(OC)=O)COC=2C=1. (7) Given the product [Br:23][C:20]1[CH:21]=[CH:22][C:17]([C:15](=[O:16])[CH2:14][N:1]2[CH2:6][CH2:5][O:4][CH2:3][CH2:2]2)=[CH:18][CH:19]=1, predict the reactants needed to synthesize it. The reactants are: [NH:1]1[CH2:6][CH2:5][O:4][CH2:3][CH2:2]1.C([O-])([O-])=O.[K+].[K+].Br[CH2:14][C:15]([C:17]1[CH:22]=[CH:21][C:20]([Br:23])=[CH:19][CH:18]=1)=[O:16]. (8) Given the product [OH:1][C:2]1[CH:3]=[C:4]([CH:8]=[CH:9][C:10]=1[I:11])[C:5]([OH:7])=[O:6], predict the reactants needed to synthesize it. The reactants are: [OH:1][C:2]1[CH:3]=[C:4]([CH:8]=[CH:9][CH:10]=1)[C:5]([OH:7])=[O:6].[I:11]I.Cl. (9) Given the product [Br:13][CH2:14][C:15]1[CH:20]=[CH:19][C:18]([CH2:21][O:8][C:7]2[CH:6]=[CH:5][C:4]([C:9](=[O:11])[CH3:10])=[C:3]([OH:12])[C:2]=2[Cl:1])=[CH:17][CH:16]=1, predict the reactants needed to synthesize it. The reactants are: [Cl:1][C:2]1[C:3]([OH:12])=[C:4]([C:9](=[O:11])[CH3:10])[CH:5]=[CH:6][C:7]=1[OH:8].[Br:13][CH2:14][C:15]1[CH:20]=[CH:19][C:18]([CH2:21]Br)=[CH:17][CH:16]=1.C(=O)([O-])[O-].[K+].[K+].Cl. (10) Given the product [Br:1][C:2]1[C:3](=[O:9])[N:4]([CH2:11][CH3:12])[C:5]([Cl:8])=[N:6][CH:7]=1, predict the reactants needed to synthesize it. The reactants are: [Br:1][C:2]1[C:3](=[O:9])[NH:4][C:5]([Cl:8])=[N:6][CH:7]=1.I[CH2:11][CH3:12].